Dataset: Experimentally validated miRNA-target interactions with 360,000+ pairs, plus equal number of negative samples. Task: Binary Classification. Given a miRNA mature sequence and a target amino acid sequence, predict their likelihood of interaction. (1) The miRNA is mmu-miR-3085-3p with sequence UCUGGCUGCUAUGGCCCCCUC. Result: 0 (no interaction). The protein sequence of the target gene is MEPATAPRPDMAPELTPEEEQATKQFLEEINKWTVQYNVSPLSWNVAVKFLMARKFDVLRAVELFHCYRETRRKEGIVKLKPHEEPLRSEILSGKFTILNVRDPTGASIALFTARLHHPHKSAQHVVLQALFYLLDRAVDSFETQRNGLVFIYDMCGSNYANFELDLGKKVLNLLKGAFPARLKKVLIVGAPIWFRVPYSIISLLLKDKVRERIQILKTSEVTQHLPRECLPENLGGYVKIDLATWNFQFLPQVNGHPDPFDEIILSSLPPALDWDSVHVPGPHAMTIQELVDYVNTRQK.... (2) The miRNA is hsa-miR-203b-3p with sequence UUGAACUGUUAAGAACCACUGGA. The protein sequence of the target gene is MPAPAATYERVVYKNPSEYHYMKVCLEFQDCGVGLNAAQFKQLLISAVKDLFGEVDAALPLDILTYEEKTLSAILRICSSGLVKLWSSLTLLGSYKGKKCAFRVIQVSPFLLALSGNSRELVLD. Result: 1 (interaction). (3) The miRNA is hsa-miR-15b-5p with sequence UAGCAGCACAUCAUGGUUUACA. The protein sequence of the target gene is MAAIKAVNSKAEVARARAALAVNICAARGLQDVLRTNLGPKGTMKMLVSGAGDIKLTKDGNVLLDEMQIQHPTASLIAKVATAQDDVTGDGTTSNVLIIGELLKQADLYISEGLHPRIIAEGFEAAKIKALEVLEEVKVTKEMKRKILLDVARTSLQTKVHAELADVLTEVVVDSVLAVRRPGYPIDLFMVEIMEMKHKLGTDTKLIQGLVLDHGARHPDMKKRVEDAFILICNVSLEYEKTEVNSGFFYKTAEEKEKLVKAERKFIEDRVQKIIDLKDKVCAQSNKGFVVINQKGIDPF.... Result: 0 (no interaction). (4) Result: 1 (interaction). The protein sequence of the target gene is MDMKRRIHLELRNRTPAAVRELVLDNCKSNDGKIEGLTAEFVNLEFLSLINVGLISVSNLPKLPKLKKLELSENRIFGGLDMLAEKLPNLTHLNLSGNKLKDISTLEPLKKLECLKSLDLFNCEVTNLNDYRESVFKLLPQLTYLDGYDREDQEAPDSDAEVDGVDEEEEDEEGEDEEDEDDEDGEEEEFDEEDDEDEDVEGDEDDDEVSEEEEEFGLDEEDEDEDEDEEEEEGGKGEKRKRETDDEGEDD. The miRNA is hsa-miR-6766-5p with sequence CGGGUGGGAGCAGAUCUUAUUGAG. (5) The miRNA is hsa-miR-3646 with sequence AAAAUGAAAUGAGCCCAGCCCA. The protein sequence of the target gene is MNNLSFSELCCLFCCPPCPGKIASKLAFLPPDPTYTLMCDESGSRWTLHLSERADWQYSSREKDAIECFMTRTSKGNRIACMFVRCSPNAKYTLLFSHGNAVDLGQMSSFYIGLGSRINCNIFSYDYSGYGASSGKPTEKNLYADIEAAWLALRTRYGIRPENVIIYGQSIGTVPSVDLAARYESAAVILHSPLTSGMRVAFPDTKKTYCFDAFPNIDKISKITSPVLIIHGTEDEVIDFSHGLALFERCQRPVEPLWVEGAGHNDVELYGQYLERLKQFVSQELVNL. Result: 1 (interaction).